Dataset: CYP1A2 inhibition data for predicting drug metabolism from PubChem BioAssay. Task: Regression/Classification. Given a drug SMILES string, predict its absorption, distribution, metabolism, or excretion properties. Task type varies by dataset: regression for continuous measurements (e.g., permeability, clearance, half-life) or binary classification for categorical outcomes (e.g., BBB penetration, CYP inhibition). Dataset: cyp1a2_veith. (1) The drug is CC(C)CN1CC2(CCN(C(=O)c3cccc(F)c3)CC2)C1. The result is 0 (non-inhibitor). (2) The molecule is O=C(Nc1ccc2c(c1)OCO2)c1ccc[n+]([O-])c1. The result is 1 (inhibitor). (3) The result is 1 (inhibitor). The compound is CCOc1cc(CNc2ccc(OC)cc2)cc(Br)c1OCC(=O)NC(C)(C)C. (4) The molecule is COc1cccc(NC(=O)CSc2nnc(CN3CCOCC3)n2C)c1. The result is 0 (non-inhibitor).